Dataset: Catalyst prediction with 721,799 reactions and 888 catalyst types from USPTO. Task: Predict which catalyst facilitates the given reaction. Reactant: [C:1]([C:3]1[CH:4]=[C:5]([CH:42]=[CH:43][CH:44]=1)[CH2:6][N:7]1[CH:11]=[C:10]([C:12]2[C:20]3[C:15](=[N:16][CH:17]=[C:18]([C:21]4[CH:22]=[C:23]([NH:27][S:28]([CH3:31])(=[O:30])=[O:29])[CH:24]=[CH:25][CH:26]=4)[CH:19]=3)[N:14](S(C3C=CC(C)=CC=3)(=O)=O)[CH:13]=2)[CH:9]=[N:8]1)#[N:2].[OH-].[Li+]. Product: [C:1]([C:3]1[CH:4]=[C:5]([CH:42]=[CH:43][CH:44]=1)[CH2:6][N:7]1[CH:11]=[C:10]([C:12]2[C:20]3[C:15](=[N:16][CH:17]=[C:18]([C:21]4[CH:22]=[C:23]([NH:27][S:28]([CH3:31])(=[O:30])=[O:29])[CH:24]=[CH:25][CH:26]=4)[CH:19]=3)[NH:14][CH:13]=2)[CH:9]=[N:8]1)#[N:2]. The catalyst class is: 278.